Dataset: Catalyst prediction with 721,799 reactions and 888 catalyst types from USPTO. Task: Predict which catalyst facilitates the given reaction. (1) Reactant: C1(P(C2C=CC=CC=2)C2C=CC3C(=CC=CC=3)C=2C2C3C(=CC=CC=3)C=CC=2P(C2C=CC=CC=2)C2C=CC=CC=2)C=CC=CC=1.C(=O)([O-])[O-].[Cs+].[Cs+].Br[C:54]1[CH:59]=[CH:58][N:57]=[CH:56][CH:55]=1.[CH2:60]([N:62]1[C:66]2[N:67]=[CH:68][C:69]([C:72]3[CH2:79][C:75]4([CH2:78][CH2:77][CH2:76]4)[O:74][N:73]=3)=[C:70]([NH2:71])[C:65]=2[CH:64]=[N:63]1)[CH3:61]. Product: [CH2:60]([N:62]1[C:66]2[N:67]=[CH:68][C:69]([C:72]3[CH2:79][C:75]4([CH2:76][CH2:77][CH2:78]4)[O:74][N:73]=3)=[C:70]([NH:71][C:54]3[CH:59]=[CH:58][N:57]=[CH:56][CH:55]=3)[C:65]=2[CH:64]=[N:63]1)[CH3:61]. The catalyst class is: 160. (2) Reactant: [ClH:1].[F:2][C:3]1[CH:8]=[CH:7][C:6]([NH:9]N)=[C:5]([C:11]([F:14])([F:13])[F:12])[CH:4]=1.[NH:15]1[CH2:20][CH2:19][C:18](=O)[CH2:17][CH2:16]1.Cl. Product: [F:2][C:3]1[CH:4]=[C:5]([C:11]([F:14])([F:13])[F:12])[C:6]2[NH:9][C:18]3[CH2:19][CH2:20][NH:15][CH2:16][C:17]=3[C:7]=2[CH:8]=1.[ClH:1]. The catalyst class is: 41. (3) Product: [CH3:21][C:2]1([CH3:1])[CH2:6][C:5]2([CH2:11][CH2:10][C:9]([C:29]3[N:33]([CH3:34])[N:32]=[CH:31][C:30]=3[CH:35]=[O:36])=[CH:8][CH2:7]2)[O:4][CH2:3]1. The catalyst class is: 263. Reactant: [CH3:1][C:2]1([CH3:21])[CH2:6][C:5]2([CH2:11][CH2:10][C:9](B3OC(C)(C)C(C)(C)O3)=[CH:8][CH2:7]2)[O:4][CH2:3]1.O1CCOCC1.I[C:29]1[N:33]([CH3:34])[N:32]=[CH:31][C:30]=1[CH:35]=[O:36].C(=O)([O-])[O-].[K+].[K+]. (4) Reactant: [C:1](Cl)(=[O:3])[CH3:2].[F:5][C:6]([F:11])([F:10])[C:7]([OH:9])=[O:8].[F:12][C:13]1[CH:14]=[CH:15][C:16]([N+:25]([O-:27])=[O:26])=[C:17]([CH:24]=1)[O:18][C@H:19]1[CH2:22][C@H:21]([NH2:23])[CH2:20]1.C(N(CC)CC)C. Product: [F:5][C:6]([F:11])([F:10])[C:7]([OH:9])=[O:8].[F:12][C:13]1[CH:14]=[CH:15][C:16]([N+:25]([O-:27])=[O:26])=[C:17]([CH:24]=1)[O:18][C@H:19]1[CH2:20][C@H:21]([NH:23][C:1](=[O:3])[CH3:2])[CH2:22]1. The catalyst class is: 2. (5) Reactant: [O:1]([CH2:8][C:9]1[N:13]([CH2:14][C:15]2[CH:20]=[CH:19][C:18]([O:21][C:22]([F:25])([F:24])[F:23])=[CH:17][CH:16]=2)[C:12]2[CH:26]=[CH:27][C:28]([C:30](O)=[O:31])=[CH:29][C:11]=2[N:10]=1)[C:2]1[CH:7]=[CH:6][CH:5]=[CH:4][CH:3]=1.CC(C)N=C=NC(C)C.[CH2:42]([NH2:47])[CH2:43][CH2:44][CH2:45][CH3:46]. Product: [CH2:42]([NH:47][C:30]([C:28]1[CH:27]=[CH:26][C:12]2[N:13]([CH2:14][C:15]3[CH:16]=[CH:17][C:18]([O:21][C:22]([F:23])([F:24])[F:25])=[CH:19][CH:20]=3)[C:9]([CH2:8][O:1][C:2]3[CH:7]=[CH:6][CH:5]=[CH:4][CH:3]=3)=[N:10][C:11]=2[CH:29]=1)=[O:31])[CH2:43][CH2:44][CH2:45][CH3:46]. The catalyst class is: 1. (6) Reactant: [Cl:1][C:2]1[CH:3]=[C:4]2[C:9](=[CH:10][C:11]=1[O:12][C:13]1[CH:21]=[CH:20][C:16]([C:17](O)=[O:18])=[CH:15][CH:14]=1)[O:8][CH2:7][CH2:6][CH:5]2[C:22]([O:24][CH2:25][CH3:26])=[O:23].[NH2:27][C:28]1[S:29][CH:30]=[C:31]([C:33]([CH3:36])([CH3:35])[CH3:34])[N:32]=1.Cl.CN(C)CCCN=C=NCC.ON1C2N=CC=CC=2N=N1. Product: [C:33]([C:31]1[N:32]=[C:28]([NH:27][C:17]([C:16]2[CH:20]=[CH:21][C:13]([O:12][C:11]3[CH:10]=[C:9]4[C:4]([CH:5]([C:22]([O:24][CH2:25][CH3:26])=[O:23])[CH2:6][CH2:7][O:8]4)=[CH:3][C:2]=3[Cl:1])=[CH:14][CH:15]=2)=[O:18])[S:29][CH:30]=1)([CH3:36])([CH3:35])[CH3:34]. The catalyst class is: 566.